From a dataset of Full USPTO retrosynthesis dataset with 1.9M reactions from patents (1976-2016). Predict the reactants needed to synthesize the given product. (1) Given the product [O:1]=[C:2]1[C:6]2=[CH:23][NH:24][CH:25]=[C:5]2[CH2:4][N:3]1[C:7]([O:9][C:10]([CH3:13])([CH3:12])[CH3:11])=[O:8], predict the reactants needed to synthesize it. The reactants are: [O:1]=[C:2]1[CH:6]=[CH:5][CH2:4][N:3]1[C:7]([O:9][C:10]([CH3:13])([CH3:12])[CH3:11])=[O:8].C1(C)C=CC(S([CH2:23][N+:24]#[C-:25])(=O)=O)=CC=1.CC(C)([O-])C.[K+].[Cl-].[NH4+]. (2) Given the product [C:1]([O:5][C:6]([NH:8][CH2:9][C@@H:10]([CH3:14])[C:11]([NH:41][CH2:42][C@@H:43]([CH2:54][CH:55]([CH3:57])[CH3:56])[C:44]([O:46][CH2:47][C:48]1[CH:53]=[CH:52][CH:51]=[CH:50][CH:49]=1)=[O:45])=[O:13])=[O:7])([CH3:2])([CH3:3])[CH3:4], predict the reactants needed to synthesize it. The reactants are: [C:1]([O:5][C:6]([NH:8][CH2:9][C@@H:10]([CH3:14])[C:11]([O-:13])=O)=[O:7])([CH3:4])([CH3:3])[CH3:2].CN1CCOCC1.ClC(OCC(C)C)=O.C1(C)C(S(O)(=O)=O)=CC=CC=1.[NH2:41][CH2:42][C@@H:43]([CH2:54][CH:55]([CH3:57])[CH3:56])[C:44]([O:46][CH2:47][C:48]1[CH:53]=[CH:52][CH:51]=[CH:50][CH:49]=1)=[O:45]. (3) Given the product [ClH:12].[ClH:12].[NH2:1][C:2]1[N:6]([CH2:7][CH2:8][OH:9])[N:5]=[CH:4][C:3]=1[CH2:10][NH2:11], predict the reactants needed to synthesize it. The reactants are: [NH2:1][C:2]1[N:6]([CH2:7][CH2:8][OH:9])[N:5]=[CH:4][C:3]=1[C:10]#[N:11].[ClH:12].O. (4) Given the product [N+:58]([C:55]1[CH:54]=[CH:53][C:52]([CH2:51][O:50][C:48]([C:28]2[N:6]3[C:5](=[O:61])[C@H:4]([C@H:2]([OH:1])[CH3:3])[C@H:7]3[C@@H:8]([CH3:27])[C:9]=2[C:11]2[S:15][C:14]3=[C:16]([C:19]([C:21]4[CH:22]=[N:23][CH:24]=[CH:25][CH:26]=4)=[O:20])[N:17]=[CH:18][N:13]3[CH:12]=2)=[O:49])=[CH:57][CH:56]=1)([O-:60])=[O:59], predict the reactants needed to synthesize it. The reactants are: [OH:1][C@@H:2]([C@@H:4]1[C@@H:7]([C@@H:8]([CH3:27])[C:9]([C:11]2[S:15][C:14]3=[C:16]([C:19]([C:21]4[CH:22]=[N:23][CH:24]=[CH:25][CH:26]=4)=[O:20])[N:17]=[CH:18][N:13]3[CH:12]=2)=O)[N:6]([C:28]([C:48]([O:50][CH2:51][C:52]2[CH:57]=[CH:56][C:55]([N+:58]([O-:60])=[O:59])=[CH:54][CH:53]=2)=[O:49])=P(C2C=CC=CC=2)(C2C=CC=CC=2)C2C=CC=CC=2)[C:5]1=[O:61])[CH3:3]. (5) Given the product [NH2:38][C@@H:37]([CH2:36][C:35]1[CH:34]=[CH:33][C:32]([C:31]([F:30])([F:54])[F:55])=[CH:53][CH:52]=1)[CH2:17][NH:16][C:14]1[S:15][C:11]([C:7]2[CH:6]=[C:5]3[C:10](=[CH:9][CH:8]=2)[CH:1]=[N:2][N:3]=[CH:4]3)=[CH:12][N:13]=1, predict the reactants needed to synthesize it. The reactants are: [CH:1]1[C:10]2[C:5](=[CH:6][C:7]([C:11]3[S:15][C:14]([NH:16][C:17](=O)OC(C)(C)C)=[N:13][CH:12]=3)=[CH:8][CH:9]=2)[CH:4]=[N:3][N:2]=1.C([O-])([O-])=O.[Cs+].[Cs+].[F:30][C:31]([F:55])([F:54])[C:32]1[CH:53]=[CH:52][C:35]([CH2:36][CH:37]2C[N:38]2S(C2C=CC([N+]([O-])=O)=CC=2)(=O)=O)=[CH:34][CH:33]=1.C([O-])([O-])=O.[K+].[K+].SC(O)C. (6) Given the product [F:1][C:2]([F:7])([F:6])[C:3]([OH:5])=[O:4].[CH:37]1([CH2:36][NH:35][CH2:34][CH2:33][N:31]2[CH:32]=[C:28]([C:25]3[CH:26]=[C:27]4[C:22](=[C:23]([C:39]([NH2:41])=[O:40])[CH:24]=3)[NH:21][CH:20]=[C:19]4[CH:16]3[CH2:15][CH2:14][N:13]([S:10]([CH2:8][CH3:9])(=[O:11])=[O:12])[CH2:18][CH2:17]3)[CH:29]=[N:30]2)[CH2:44][CH2:43][CH2:42][CH2:46]1, predict the reactants needed to synthesize it. The reactants are: [F:1][C:2]([F:7])([F:6])[C:3]([OH:5])=[O:4].[CH2:8]([S:10]([N:13]1[CH2:18][CH2:17][CH:16]([C:19]2[C:27]3[C:22](=[C:23]([C:39]([NH2:41])=[O:40])[CH:24]=[C:25]([C:28]4[CH:29]=[N:30][N:31]([CH2:33][CH2:34][NH:35][CH2:36][CH2:37]O)[CH:32]=4)[CH:26]=3)[NH:21][CH:20]=2)[CH2:15][CH2:14]1)(=[O:12])=[O:11])[CH3:9].[CH:42]1(N)[CH2:46]C[CH2:44][CH2:43]1.NCCO.